This data is from Forward reaction prediction with 1.9M reactions from USPTO patents (1976-2016). The task is: Predict the product of the given reaction. (1) Given the reactants [Cl:1][C:2]1[CH:3]=[C:4]([N:9]2[C:13]([C:14]3[CH:19]=[CH:18][CH:17]=[C:16]([F:20])[CH:15]=3)=[CH:12][C:11]([C:21]([O:23]CC)=[O:22])=[N:10]2)[CH:5]=[CH:6][C:7]=1[F:8].ClC1C=C(N2C(C3C=C(F)C=C(Cl)C=3)=CC(C(O)=O)=N2)C=CC=1F, predict the reaction product. The product is: [Cl:1][C:2]1[CH:3]=[C:4]([N:9]2[C:13]([C:14]3[CH:19]=[CH:18][CH:17]=[C:16]([F:20])[CH:15]=3)=[CH:12][C:11]([C:21]([OH:23])=[O:22])=[N:10]2)[CH:5]=[CH:6][C:7]=1[F:8]. (2) Given the reactants [C:1]([Si:5]([O:8][CH2:9][CH2:10][O:11][C:12]1[CH:17]=[CH:16][C:15]([N+:18]([O-])=O)=[C:14]([O:21][CH3:22])[CH:13]=1)([CH3:7])[CH3:6])([CH3:4])([CH3:3])[CH3:2], predict the reaction product. The product is: [C:1]([Si:5]([CH3:7])([CH3:6])[O:8][CH2:9][CH2:10][O:11][C:12]1[CH:17]=[CH:16][C:15]([NH2:18])=[C:14]([O:21][CH3:22])[CH:13]=1)([CH3:4])([CH3:3])[CH3:2]. (3) Given the reactants Br[CH2:2][C:3]1[CH:24]=[CH:23][C:6]([C:7]([NH:9][C:10]2[CH:15]=[CH:14][C:13]([Cl:16])=[C:12]([C:17]3[CH:22]=[CH:21][CH:20]=[CH:19][N:18]=3)[CH:11]=2)=[O:8])=[CH:5][CH:4]=1.[NH:25]1[CH:29]=[CH:28][CH:27]=[N:26]1, predict the reaction product. The product is: [N:25]1([CH2:2][C:3]2[CH:24]=[CH:23][C:6]([C:7]([NH:9][C:10]3[CH:15]=[CH:14][C:13]([Cl:16])=[C:12]([C:17]4[CH:22]=[CH:21][CH:20]=[CH:19][N:18]=4)[CH:11]=3)=[O:8])=[CH:5][CH:4]=2)[CH:29]=[CH:28][CH:27]=[N:26]1. (4) The product is: [C:23]([Si:20]([CH3:22])([CH3:21])[O:19][CH2:18][CH2:17][CH2:16][N:9]1[CH:10]=[C:5]([C:4]([F:13])([F:3])[F:14])[C:6](=[O:12])[NH:7][C:8]1=[O:11])([CH3:26])([CH3:25])[CH3:24]. Given the reactants [H-].[Na+].[F:3][C:4]([F:14])([F:13])[C:5]1[C:6](=[O:12])[NH:7][C:8](=[O:11])[NH:9][CH:10]=1.Br[CH2:16][CH2:17][CH2:18][O:19][Si:20]([C:23]([CH3:26])([CH3:25])[CH3:24])([CH3:22])[CH3:21], predict the reaction product. (5) Given the reactants [Br:1][C:2]1[CH:7]=[C:6](F)[C:5]([N+:9]([O-:11])=[O:10])=[CH:4][C:3]=1[C:12]([F:15])([F:14])[F:13].C(N(C(C)C)CC)(C)C.Cl.Cl.[O:27]1[CH2:32][CH2:31][CH:30]([N:33]2[CH2:38][CH2:37][CH:36]([NH2:39])[CH2:35][CH2:34]2)[CH2:29][CH2:28]1, predict the reaction product. The product is: [Br:1][C:2]1[C:3]([C:12]([F:15])([F:14])[F:13])=[CH:4][C:5]([N+:9]([O-:11])=[O:10])=[C:6]([NH:39][CH:36]2[CH2:35][CH2:34][N:33]([CH:30]3[CH2:31][CH2:32][O:27][CH2:28][CH2:29]3)[CH2:38][CH2:37]2)[CH:7]=1. (6) Given the reactants [CH2:1]([O:3][P:4]([CH2:9][C:10]([O-:12])=[O:11])([O:6][CH2:7][CH3:8])=[O:5])[CH3:2].[H-].[Na+].[CH2:15](Br)[CH2:16][C:17]1[CH:22]=[CH:21][CH:20]=[CH:19][CH:18]=1, predict the reaction product. The product is: [C:17]([O:11][C:10](=[O:12])[CH:9]([P:4]([O:3][CH2:1][CH3:2])([O:6][CH2:7][CH3:8])=[O:5])[CH2:15][CH2:16][C:17]1[CH:22]=[CH:21][CH:20]=[CH:19][CH:18]=1)([CH3:22])([CH3:18])[CH3:16]. (7) Given the reactants [F:1][C:2]([F:20])([F:19])[C:3]1[N:7]2[N:8]=[C:9]([N:12]3[CH2:17][CH2:16][C:15](=[O:18])[CH2:14][CH2:13]3)[CH:10]=[CH:11][C:6]2=[N:5][N:4]=1.C[Si]([N-][Si](C)(C)C)(C)C.[Li+].C1C=CC(N([S:38]([C:41]([F:44])([F:43])[F:42])(=[O:40])=[O:39])[S:38]([C:41]([F:44])([F:43])[F:42])(=[O:40])=[O:39])=CC=1.C(Cl)Cl, predict the reaction product. The product is: [F:42][C:41]([F:44])([F:43])[S:38]([O:18][C:15]1[CH2:14][CH2:13][N:12]([C:9]2[CH:10]=[CH:11][C:6]3[N:7]([C:3]([C:2]([F:1])([F:19])[F:20])=[N:4][N:5]=3)[N:8]=2)[CH2:17][CH:16]=1)(=[O:40])=[O:39]. (8) Given the reactants [CH2:1]([C:17]1([CH3:34])[CH2:26][CH2:25][C:24]2[C:19](=[C:20]([CH3:33])[C:21]([CH3:32])=[C:22]([O:28][CH2:29][CH2:30][OH:31])[C:23]=2[CH3:27])[O:18]1)[CH2:2][CH2:3][CH2:4][CH2:5][CH2:6][CH2:7][CH2:8][CH2:9][CH2:10][CH2:11][CH2:12][CH2:13][CH2:14][CH2:15][CH3:16].[C:35](=O)([O:44]N1C(=O)CCC1=O)[O:36][N:37]1[C:41](=[O:42])[CH2:40][CH2:39][C:38]1=[O:43].C(N(CC)CC)C.C(#N)C, predict the reaction product. The product is: [CH2:1]([C:17]1([CH3:34])[CH2:26][CH2:25][C:24]2[C:19](=[C:20]([CH3:33])[C:21]([CH3:32])=[C:22]([O:28][CH2:29][CH2:30][O:31][C:35](=[O:44])[O:36][N:37]3[C:41](=[O:42])[CH2:40][CH2:39][C:38]3=[O:43])[C:23]=2[CH3:27])[O:18]1)[CH2:2][CH2:3][CH2:4][CH2:5][CH2:6][CH2:7][CH2:8][CH2:9][CH2:10][CH2:11][CH2:12][CH2:13][CH2:14][CH2:15][CH3:16]. (9) Given the reactants [CH2:1]1[C@@H:10]2[C@H:4]([CH2:5][CH2:6][NH:7][C:8]3[CH:14]=[CH:13][CH:12]=[CH:11][C:9]=32)[CH2:3][N:2]1[C:15]([O:17][C:18]([CH3:21])([CH3:20])[CH3:19])=[O:16].[Cl:22]N1C(=O)CCC1=O, predict the reaction product. The product is: [Cl:22][C:12]1[CH:13]=[CH:14][C:8]2[NH:7][CH2:6][CH2:5][C@@H:4]3[CH2:3][N:2]([C:15]([O:17][C:18]([CH3:21])([CH3:20])[CH3:19])=[O:16])[CH2:1][C@H:10]3[C:9]=2[CH:11]=1.